From a dataset of Reaction yield outcomes from USPTO patents with 853,638 reactions. Predict the reaction yield, written as a fraction of the theoretical maximum amount of product (1.0 means a 100% yield; for example, 0.34 means a 34% yield). (1) The reactants are [H-].[Na+].[OH:3][CH2:4][C:5]1[CH:10]=[CH:9][CH:8]=[CH:7][C:6]=1[C:11](=[N:16][O:17][CH3:18])[C:12]([NH:14][CH3:15])=[O:13].[F:19][C:20]1[CH:25]=[CH:24][CH:23]=[C:22](F)[N:21]=1.O. The catalyst is C1COCC1. The product is [F:19][C:20]1[N:21]=[C:22]([O:3][CH2:4][C:5]2[CH:10]=[CH:9][CH:8]=[CH:7][C:6]=2[C:11](=[N:16][O:17][CH3:18])[C:12]([NH:14][CH3:15])=[O:13])[CH:23]=[CH:24][CH:25]=1. The yield is 0.780. (2) The reactants are [Cl:1][C:2]1[CH:7]=[CH:6][C:5]([Mg]Br)=[CH:4][C:3]=1[F:10].[C:11]([O:15][C:16]([N:18]1[CH2:23][CH2:22][C:21](=[O:24])[CH2:20][CH2:19]1)=[O:17])([CH3:14])([CH3:13])[CH3:12].[Cl-].[NH4+]. No catalyst specified. The product is [C:11]([O:15][C:16]([N:18]1[CH2:23][CH2:22][C:21]([C:5]2[CH:6]=[CH:7][C:2]([Cl:1])=[C:3]([F:10])[CH:4]=2)([OH:24])[CH2:20][CH2:19]1)=[O:17])([CH3:14])([CH3:12])[CH3:13]. The yield is 0.300. (3) The reactants are [Cl:1][C:2]1[CH:7]=[CH:6][C:5]([C:8]2[CH:9]=[C:10]3[C:15](=[CH:16][C:17]=2[O:18][CH3:19])[N:14]([CH2:20][C:21]([O:23]C(C)(C)C)=[O:22])[C:13](=[O:28])[CH2:12][CH2:11]3)=[CH:4][CH:3]=1.Cl.O1CCOCC1.C(#N)C.O. The catalyst is CN(C)C=O. The product is [Cl:1][C:2]1[CH:3]=[CH:4][C:5]([C:8]2[CH:9]=[C:10]3[C:15](=[CH:16][C:17]=2[O:18][CH3:19])[N:14]([CH2:20][C:21]([OH:23])=[O:22])[C:13](=[O:28])[CH2:12][CH2:11]3)=[CH:6][CH:7]=1. The yield is 0.720. (4) The reactants are Br[C:2]1[CH:9]=[CH:8][C:5]([C:6]#[N:7])=[CH:4][CH:3]=1.[CH:10]([Mg]Cl)([CH3:12])[CH3:11].C(=O)C1C=CC=CC=1. The catalyst is C1COCC1. The product is [CH2:12]([C:2]1[CH:9]=[CH:8][C:5]([C:6]#[N:7])=[CH:4][CH:3]=1)[CH:10]=[CH2:11]. The yield is 0.810.